From a dataset of Peptide-MHC class I binding affinity with 185,985 pairs from IEDB/IMGT. Regression. Given a peptide amino acid sequence and an MHC pseudo amino acid sequence, predict their binding affinity value. This is MHC class I binding data. The MHC is HLA-A26:01 with pseudo-sequence HLA-A26:01. The binding affinity (normalized) is 0.169. The peptide sequence is CSANNSHHY.